Dataset: Reaction yield outcomes from USPTO patents with 853,638 reactions. Task: Predict the reaction yield, written as a fraction of the theoretical maximum amount of product (1.0 means a 100% yield; for example, 0.34 means a 34% yield). The reactants are [Cl:1][C:2]1[C:10]([F:11])=[C:9]2[C:5]([C:6]([S:20][C:21]3[C:22]([F:32])=[C:23]([CH:29]=[CH:30][CH:31]=3)[C:24]([O:26][CH2:27][CH3:28])=[O:25])=[CH:7][N:8]2[C:12]2[CH:13]=[N:14][N:15]([CH2:17][CH2:18][CH3:19])[CH:16]=2)=[CH:4][CH:3]=1.C1C(=O)N([Cl:40])C(=O)C1. The catalyst is C(Cl)Cl.O. The product is [Cl:40][C:7]1[N:8]([C:12]2[CH:13]=[N:14][N:15]([CH2:17][CH2:18][CH3:19])[CH:16]=2)[C:9]2[C:5]([C:6]=1[S:20][C:21]1[C:22]([F:32])=[C:23]([CH:29]=[CH:30][CH:31]=1)[C:24]([O:26][CH2:27][CH3:28])=[O:25])=[CH:4][CH:3]=[C:2]([Cl:1])[C:10]=2[F:11]. The yield is 0.470.